This data is from M1 muscarinic receptor antagonist screen with 61,756 compounds. The task is: Binary Classification. Given a drug SMILES string, predict its activity (active/inactive) in a high-throughput screening assay against a specified biological target. (1) The compound is s1c(C(N2CCC3(OCCO3)CC2)c2occc2)c(O)n2nc(nc12)C. The result is 0 (inactive). (2) The molecule is Clc1c(OCc2oc(SCC(=O)/C(=C(\N)C)C#N)nn2)cccc1. The result is 0 (inactive). (3) The drug is Fc1cc2nnn(C3CCN(CC3)C(=O)c3cc(ccc3)C)c2cc1. The result is 0 (inactive).